This data is from Full USPTO retrosynthesis dataset with 1.9M reactions from patents (1976-2016). The task is: Predict the reactants needed to synthesize the given product. (1) Given the product [OH:45][C:38]1[CH:37]=[CH:36][C:35]([NH:34][C:5](=[O:7])[CH2:4][CH2:3][C@@H:2]([C:8]([OH:10])=[O:9])[NH2:1])=[CH:40][C:39]=1[S:41]([OH:44])(=[O:42])=[O:43], predict the reactants needed to synthesize it. The reactants are: [NH:1](C(OC(C)(C)C)=O)[C@H:2]([C:8]([O:10]C(C)(C)C)=[O:9])[CH2:3][CH2:4][C:5](=[O:7])O.C1N=CN(C(N2C=NC=C2)=O)C=1.[NH2:34][C:35]1[CH:36]=[CH:37][C:38]([OH:45])=[C:39]([S:41]([O-:44])(=[O:43])=[O:42])[CH:40]=1.[Na+]. (2) Given the product [OH:24][CH2:23][C:21]1[N:22]=[C:17]2[C:16]([C:28]3[CH:29]=[CH:30][CH:31]=[CH:32][CH:33]=3)=[CH:15][C:14]([C:11]3[S:10][C:9]([N:8]([CH:34]([CH3:35])[CH3:36])[C:6](=[O:7])[O:5][C:1]([CH3:3])([CH3:4])[CH3:2])=[N:13][CH:12]=3)=[CH:19][N:18]2[CH:20]=1, predict the reactants needed to synthesize it. The reactants are: [C:1]([O:5][C:6]([N:8]([CH:34]([CH3:36])[CH3:35])[C:9]1[S:10][C:11]([C:14]2[CH:15]=[C:16]([C:28]3[CH:33]=[CH:32][CH:31]=[CH:30][CH:29]=3)[C:17]3[N:18]([CH:20]=[C:21]([C:23](OCC)=[O:24])[N:22]=3)[CH:19]=2)=[CH:12][N:13]=1)=[O:7])([CH3:4])([CH3:3])[CH3:2].[H-].[H-].[H-].[H-].[Li+].[Al+3]. (3) Given the product [CH3:1][O:2][C:3]1[CH:4]=[C:5]2[C:10](=[CH:11][C:12]=1[O:13][CH3:14])[CH:9]=[N:8][CH:7]=[C:6]2[OH:25], predict the reactants needed to synthesize it. The reactants are: [CH3:1][O:2][C:3]1[CH:4]=[C:5]2[C:10](=[CH:11][C:12]=1[O:13][CH3:14])[CH2:9][N:8](S(C1C=CC(C)=CC=1)(=O)=O)[CH2:7][C:6]2=[O:25].